The task is: Predict the reaction yield, written as a fraction of the theoretical maximum amount of product (1.0 means a 100% yield; for example, 0.34 means a 34% yield).. This data is from Reaction yield outcomes from USPTO patents with 853,638 reactions. (1) The catalyst is O1CCCC1. The yield is 0.990. The reactants are [C:1]([C:5]1[CH:6]=[C:7]([C:16]2[S:17][CH:18]=[C:19]([CH2:21][C:22](OCC)=[O:23])[N:20]=2)[CH:8]=[C:9]([C:12]([CH3:15])([CH3:14])[CH3:13])[C:10]=1[OH:11])([CH3:4])([CH3:3])[CH3:2].[H-].[Al+3].[Li+].[H-].[H-].[H-].O.[OH-].[Na+]. The product is [C:12]([C:9]1[CH:8]=[C:7]([C:16]2[S:17][CH:18]=[C:19]([CH2:21][CH2:22][OH:23])[N:20]=2)[CH:6]=[C:5]([C:1]([CH3:4])([CH3:3])[CH3:2])[C:10]=1[OH:11])([CH3:13])([CH3:14])[CH3:15]. (2) The reactants are C([O:3][C:4]([CH:6]1[CH2:10][CH2:9][N:8]([C:11]2[CH:16]=[CH:15][CH:14]=[C:13]([C:17]([F:20])([F:19])[F:18])[CH:12]=2)[C:7]1=[O:21])=O)C.[BH4-].[Na+]. The catalyst is C(O)C. The product is [OH:3][CH2:4][CH:6]1[CH2:10][CH2:9][N:8]([C:11]2[CH:16]=[CH:15][CH:14]=[C:13]([C:17]([F:18])([F:19])[F:20])[CH:12]=2)[C:7]1=[O:21]. The yield is 0.430. (3) The reactants are O1CCCC1[O:6][CH2:7][C:8]([O:10][CH2:11][C@H:12]1[O:40][C@@H:16]([O:17][C:18]2[CH:23]=[C:22]([CH2:24][O:25]C3CCCO3)[CH:21]=[CH:20][C:19]=2[CH2:31][C:32]2[CH:37]=[CH:36][C:35]([CH2:38][CH3:39])=[CH:34][CH:33]=2)[C@H:15]([OH:41])[C@@H:14]([OH:42])[CH2:13]1)=[O:9].CC1C=CC(S(O)(=O)=O)=CC=1. The catalyst is CO. The product is [OH:6][CH2:7][C:8]([O:10][CH2:11][C@H:12]1[O:40][C@@H:16]([O:17][C:18]2[CH:23]=[C:22]([CH2:24][OH:25])[CH:21]=[CH:20][C:19]=2[CH2:31][C:32]2[CH:33]=[CH:34][C:35]([CH2:38][CH3:39])=[CH:36][CH:37]=2)[C@H:15]([OH:41])[C@@H:14]([OH:42])[CH2:13]1)=[O:9]. The yield is 0.538. (4) The reactants are [OH:1][C:2]1[CH:9]=[CH:8][C:5]([CH:6]=[O:7])=[C:4]([O:10][CH3:11])[CH:3]=1.[N:12]1[CH:17]=[CH:16][CH:15]=[CH:14][C:13]=1[CH2:18][CH2:19]O.C1(P(C2C=CC=CC=2)C2C=CC=CC=2)C=CC=CC=1.N(C(OCC)=O)=NC(OCC)=O. The catalyst is C1(C)C=CC=CC=1. The product is [CH3:11][O:10][C:4]1[CH:3]=[C:2]([O:1][CH2:19][CH2:18][C:13]2[CH:14]=[CH:15][CH:16]=[CH:17][N:12]=2)[CH:9]=[CH:8][C:5]=1[CH:6]=[O:7]. The yield is 0.690. (5) The reactants are [Cl:1][C:2]1[C:3]([F:16])=[CH:4][C:5]([N+:13]([O-])=O)=[C:6]([N:8]([CH:10]2[CH2:12][CH2:11]2)[CH3:9])[CH:7]=1.C(OCC)(=O)C. The catalyst is CO.[Pd]. The product is [Cl:1][C:2]1[CH:7]=[C:6]([N:8]([CH:10]2[CH2:11][CH2:12]2)[CH3:9])[C:5]([NH2:13])=[CH:4][C:3]=1[F:16]. The yield is 0.680. (6) The reactants are [Cl:1][C:2]1[CH:3]=[C:4]2[C:8](=[CH:9][CH:10]=1)[N:7]([C:11]1[N:15]([CH3:16])[N:14]=[C:13]([CH3:17])[C:12]=1[CH2:18][CH2:19][S:20]([NH:23][C:24](=[O:30])OCCCC)(=[O:22])=[O:21])[CH:6]=[CH:5]2.[NH:31]1[CH2:36][CH2:35][CH2:34][CH2:33][CH2:32]1.[Cl-].[NH4+]. The catalyst is C1(C)C=CC=CC=1. The product is [Cl:1][C:2]1[CH:3]=[C:4]2[C:8](=[CH:9][CH:10]=1)[N:7]([C:11]1[N:15]([CH3:16])[N:14]=[C:13]([CH3:17])[C:12]=1[CH2:18][CH2:19][S:20]([NH:23][C:24]([N:31]1[CH2:36][CH2:35][CH2:34][CH2:33][CH2:32]1)=[O:30])(=[O:22])=[O:21])[CH:6]=[CH:5]2. The yield is 0.330. (7) The reactants are Br[C:2]1[CH:3]=[C:4]([C:7](=[O:12])[C:8]([F:11])([F:10])[F:9])[O:5][CH:6]=1.[C:13]([C:16]1[CH:17]=[C:18](B(O)O)[CH:19]=[CH:20][CH:21]=1)([OH:15])=[O:14]. No catalyst specified. The product is [F:9][C:8]([F:11])([F:10])[C:7]([C:4]1[O:5][CH:6]=[C:2]([C:20]2[CH:21]=[C:16]([CH:17]=[CH:18][CH:19]=2)[C:13]([OH:15])=[O:14])[CH:3]=1)=[O:12]. The yield is 0.260. (8) The reactants are [Cl:1][CH2:2][CH2:3][CH2:4][C:5]([C:7]1[CH:12]=[C:11]([F:13])[CH:10]=[CH:9][C:8]=1[F:14])=O.[CH3:15][C:16]([S@@:19]([NH2:21])=[O:20])([CH3:18])[CH3:17].CCOC(C)=O. The catalyst is C1COCC1.[Cl-].[Na+].O.C(O[Ti](OCC)(OCC)OCC)C. The product is [Cl:1][CH2:2][CH2:3][CH2:4]/[C:5](=[N:21]/[S@:19]([C:16]([CH3:18])([CH3:17])[CH3:15])=[O:20])/[C:7]1[CH:12]=[C:11]([F:13])[CH:10]=[CH:9][C:8]=1[F:14]. The yield is 0.670.